Dataset: Forward reaction prediction with 1.9M reactions from USPTO patents (1976-2016). Task: Predict the product of the given reaction. Given the reactants [CH3:1][C@H:2]([NH:109][C:110]([CH2:112][NH:113][C:114]([C@@H:116]([NH:120][CH:121]=[O:122])[CH:117]([CH3:119])[CH3:118])=[O:115])=[O:111])[C:3]([NH:5][C@@H:6]([C:11]([NH:13][C@H:14]([C:16]([NH:18][C@@H:19]([C:23]([NH:25][C@H:26]([C:30]([NH:32][C@H:33]([C:37]([NH:39][C@@H:40]([C:51]([NH:53][C@@H:54]([C:59]([NH:61][C@H:62]([C:73]([NH:75][C@@H:76]([C:81]([NH:83][C@H:84]([C:95]([NH:97][C@@H:98]([C:103]([NH:105][CH2:106][CH2:107][OH:108])=[O:104])[CH2:99][CH:100]([CH3:102])[CH3:101])=[O:96])[CH2:85][C:86]1[C:90]2[CH:91]=[CH:92][CH:93]=[CH:94][C:89]=2[NH:88][CH:87]=1)=[O:82])[CH2:77][CH:78]([CH3:80])[CH3:79])=[O:74])[CH2:63][C:64]1[C:68]2[CH:69]=[CH:70][CH:71]=[CH:72][C:67]=2[NH:66][CH:65]=1)=[O:60])[CH2:55][CH:56]([CH3:58])[CH3:57])=[O:52])[CH2:41][C:42]1[C:46]2[CH:47]=[CH:48][CH:49]=[CH:50][C:45]=2[NH:44][CH:43]=1)=[O:38])[CH:34]([CH3:36])[CH3:35])=[O:31])[CH:27]([CH3:29])[CH3:28])=[O:24])[CH:20]([CH3:22])[CH3:21])=[O:17])[CH3:15])=[O:12])[CH2:7][CH:8]([CH3:10])[CH3:9])=[O:4].CC1C(N)=CC2[N+:131]([C:141]3[CH:146]=[CH:145]C=CC=3)=[C:132]3[C:137](=NC=2C=1)[CH:136]=[C:135](C)[C:134](N)=[CH:133]3.[Cl-], predict the reaction product. The product is: [CH3:1][C@H:2]([NH:109][C:110]([CH2:112][NH:113][C:114]([C@@H:116]([NH:120][CH:121]=[O:122])[CH:117]([CH3:119])[CH3:118])=[O:115])=[O:111])[C:3]([NH:5][C@@H:6]([C:11]([NH:13][C@H:14]([C:16]([NH:18][C@@H:19]([C:23]([NH:25][C@H:26]([C:30]([NH:32][C@H:33]([C:37]([NH:39][C@H:40]([C:51]([NH:53][C@@H:54]([C:59]([NH:61][C@H:62]([C:73]([NH:75][C@@H:76]([C:81]([NH:83][C@H:84]([C:95]([NH:97][C@@H:98]([C:103]([NH:105][C@H:106]([C:107]([NH:5][CH2:6][CH2:11][OH:12])=[O:108])[CH2:145][C:146]1[C:133]2[C:132](=[CH:137][CH:136]=[CH:135][CH:134]=2)[NH:131][CH:141]=1)=[O:104])[CH2:99][CH:100]([CH3:101])[CH3:102])=[O:96])[CH2:85][C:86]1[C:90]2[C:89](=[CH:94][CH:93]=[CH:92][CH:91]=2)[NH:88][CH:87]=1)=[O:82])[CH2:77][CH:78]([CH3:79])[CH3:80])=[O:74])[CH2:63][C:64]1[C:68]2[C:67](=[CH:72][CH:71]=[CH:70][CH:69]=2)[NH:66][CH:65]=1)=[O:60])[CH2:55][CH:56]([CH3:57])[CH3:58])=[O:52])[CH2:41][C:42]1[C:46]2[C:45](=[CH:50][CH:49]=[CH:48][CH:47]=2)[NH:44][CH:43]=1)=[O:38])[CH:34]([CH3:35])[CH3:36])=[O:31])[CH:27]([CH3:28])[CH3:29])=[O:24])[CH:20]([CH3:21])[CH3:22])=[O:17])[CH3:15])=[O:12])[CH2:7][CH:8]([CH3:9])[CH3:10])=[O:4].